The task is: Predict which catalyst facilitates the given reaction.. This data is from Catalyst prediction with 721,799 reactions and 888 catalyst types from USPTO. (1) Reactant: [Cl:1][C:2]1[CH:7]=[C:6]([Cl:8])[CH:5]=[CH:4][C:3]=1[N:9]1[C:17]2[CH2:16][CH2:15][N:14]([N:18]3[CH2:23][CH2:22][CH2:21][CH2:20][CH2:19]3)[C:13](=[O:24])[C:12]=2[C:11]([CH3:25])=[CH:10]1.C1C(=O)N([Br:33])C(=O)C1.O. The catalyst class is: 3. Product: [Br:33][C:10]1[N:9]([C:3]2[CH:4]=[CH:5][C:6]([Cl:8])=[CH:7][C:2]=2[Cl:1])[C:17]2[CH2:16][CH2:15][N:14]([N:18]3[CH2:19][CH2:20][CH2:21][CH2:22][CH2:23]3)[C:13](=[O:24])[C:12]=2[C:11]=1[CH3:25]. (2) Reactant: [CH2:1]([C:8]#[N:9])[C:2]1[CH:7]=[CH:6][CH:5]=[CH:4][CH:3]=1.Cl[C:11]1[C:12]([CH3:18])=[N:13][CH:14]=[C:15]([CH3:17])[N:16]=1.C[Si]([N-][Si](C)(C)C)(C)C.[Na+].[NH4+].[Cl-]. Product: [CH3:18][C:12]1[C:11]([CH:1]([C:2]2[CH:7]=[CH:6][CH:5]=[CH:4][CH:3]=2)[C:8]#[N:9])=[N:16][C:15]([CH3:17])=[CH:14][N:13]=1. The catalyst class is: 7. (3) Reactant: [H-].[Na+].[CH3:3][S:4]([C:7]1[CH:12]=[CH:11][C:10]([OH:13])=[CH:9][CH:8]=1)(=[O:6])=[O:5].[Cl:14][C:15]1[CH:31]=[C:30]([Cl:32])[CH:29]=[CH:28][C:16]=1[CH2:17][NH:18][C:19](=[O:27])[C:20]1[CH:25]=[CH:24][N:23]=[C:22](F)[CH:21]=1. Product: [Cl:14][C:15]1[CH:31]=[C:30]([Cl:32])[CH:29]=[CH:28][C:16]=1[CH2:17][NH:18][C:19](=[O:27])[C:20]1[CH:21]=[CH:22][N:23]=[C:24]([O:13][C:10]2[CH:11]=[CH:12][C:7]([S:4]([CH3:3])(=[O:5])=[O:6])=[CH:8][CH:9]=2)[CH:25]=1. The catalyst class is: 80. (4) Reactant: [Cl:1][C:2]1[CH:18]=[CH:17][C:5]([CH2:6][C:7]2[O:11][N:10]=[C:9]([C:12]([O:14]CC)=[O:13])[CH:8]=2)=[CH:4][CH:3]=1.C(O)C.[OH-].[Na+]. Product: [Cl:1][C:2]1[CH:3]=[CH:4][C:5]([CH2:6][C:7]2[O:11][N:10]=[C:9]([C:12]([OH:14])=[O:13])[CH:8]=2)=[CH:17][CH:18]=1. The catalyst class is: 6. (5) Reactant: [CH3:1][N:2]1[C:6]([CH3:8])([CH3:7])[CH2:5][CH:4]([C:9]([O:11][CH2:12][C:13]2[CH:18]=[CH:17][CH:16]=[CH:15][CH:14]=2)=[O:10])[C:3]1=[O:19].[H-].[Na+].Cl[C:23]1[N:28]=[CH:27][C:26]([C:29]#[C:30][C:31]2[CH:36]=[CH:35][CH:34]=[CH:33][CH:32]=2)=[CH:25][N:24]=1. Product: [CH3:1][N:2]1[C:6]([CH3:8])([CH3:7])[CH2:5][C:4]([C:23]2[N:24]=[CH:25][C:26]([C:29]#[C:30][C:31]3[CH:36]=[CH:35][CH:34]=[CH:33][CH:32]=3)=[CH:27][N:28]=2)([C:9]([O:11][CH2:12][C:13]2[CH:18]=[CH:17][CH:16]=[CH:15][CH:14]=2)=[O:10])[C:3]1=[O:19]. The catalyst class is: 3. (6) Reactant: [CH:1]([C:3]1[CH:16]=[CH:15][C:6]([O:7][C:8]2[S:12][C:11]([C:13]#[N:14])=[CH:10][CH:9]=2)=[CH:5][CH:4]=1)=[O:2].C([O-])([O-])=[O:18].[K+].[K+].O. Product: [CH:1]([C:3]1[CH:16]=[CH:15][C:6]([O:7][C:8]2[S:12][C:11]([C:13]([NH2:14])=[O:18])=[CH:10][CH:9]=2)=[CH:5][CH:4]=1)=[O:2]. The catalyst class is: 16.